This data is from Peptide-MHC class II binding affinity with 134,281 pairs from IEDB. The task is: Regression. Given a peptide amino acid sequence and an MHC pseudo amino acid sequence, predict their binding affinity value. This is MHC class II binding data. The peptide sequence is LHFSEALRIIAGTPE. The MHC is HLA-DQA10501-DQB10301 with pseudo-sequence HLA-DQA10501-DQB10301. The binding affinity (normalized) is 0.739.